From a dataset of Forward reaction prediction with 1.9M reactions from USPTO patents (1976-2016). Predict the product of the given reaction. Given the reactants [Br:1][C:2]1[C:3]([F:18])=[CH:4][CH:5]=[C:6]2[C:11]=1[N:10]=[C:9]([NH:12][C:13]([CH3:16])([CH3:15])[CH3:14])[C:8]([CH3:17])=[N:7]2.Br[C:20]1C(F)=CC=C2C=1NC(=O)C(C)=N2.C(N)(CC)(C)C, predict the reaction product. The product is: [Br:1][C:2]1[C:3]([F:18])=[CH:4][CH:5]=[C:6]2[C:11]=1[N:10]=[C:9]([NH:12][C:13]([CH2:14][CH3:20])([CH3:15])[CH3:16])[C:8]([CH3:17])=[N:7]2.